This data is from Forward reaction prediction with 1.9M reactions from USPTO patents (1976-2016). The task is: Predict the product of the given reaction. Given the reactants B(O)(O)[C:2]1[CH:3]=[CH:4][C:5]([CH3:8])=[CH:6][CH:7]=1.[C:11](=[O:14])([O-])[O-].[Cs+].[Cs+].[C:17](Cl)(=O)[CH2:18][CH2:19]C, predict the reaction product. The product is: [CH3:8][C:5]1[CH:4]=[CH:3][C:2]([C:11](=[O:14])[CH2:17][CH2:18][CH3:19])=[CH:7][CH:6]=1.